From a dataset of Forward reaction prediction with 1.9M reactions from USPTO patents (1976-2016). Predict the product of the given reaction. (1) Given the reactants Br[C:2]1[S:6][C:5]([S:7]([NH:10][C:11]2[CH:16]=[C:15]([N:17]3[CH2:22][C@H:21]([CH3:23])[NH:20][C@H:19]([CH3:24])[CH2:18]3)[CH:14]=[CH:13][C:12]=2[O:25][CH3:26])(=[O:9])=[O:8])=[CH:4][CH:3]=1.[F:27][C:28]1[CH:33]=[CH:32][CH:31]=[CH:30][C:29]=1B(O)O.CC(C)([O-])C.[K+], predict the reaction product. The product is: [CH3:24][C@H:19]1[NH:20][C@@H:21]([CH3:23])[CH2:22][N:17]([C:15]2[CH:14]=[CH:13][C:12]([O:25][CH3:26])=[C:11]([NH:10][S:7]([C:5]3[S:6][C:2]([C:29]4[CH:30]=[CH:31][CH:32]=[CH:33][C:28]=4[F:27])=[CH:3][CH:4]=3)(=[O:9])=[O:8])[CH:16]=2)[CH2:18]1. (2) Given the reactants [Br:1][C:2]1[N:7]=[C:6]([NH:8][C:9]2[CH:10]=[C:11]3[C:16](=[CH:17][CH:18]=2)[CH2:15][N:14](C(OC(C)(C)C)=O)[CH2:13][CH2:12]3)[C:5](=[O:26])[N:4]([CH3:27])[CH:3]=1.FC(F)(F)C(O)=O, predict the reaction product. The product is: [Br:1][C:2]1[N:7]=[C:6]([NH:8][C:9]2[CH:10]=[C:11]3[C:16](=[CH:17][CH:18]=2)[CH2:15][NH:14][CH2:13][CH2:12]3)[C:5](=[O:26])[N:4]([CH3:27])[CH:3]=1.